From a dataset of Reaction yield outcomes from USPTO patents with 853,638 reactions. Predict the reaction yield, written as a fraction of the theoretical maximum amount of product (1.0 means a 100% yield; for example, 0.34 means a 34% yield). The reactants are [F:1][C:2]1[C:3]([O:18][CH2:19][C:20]2[CH:25]=[CH:24][CH:23]=[CH:22][CH:21]=2)=[C:4]([CH:15]=[CH:16][CH:17]=1)[C:5]([O:7]CC1C=CC=CC=1)=[O:6].[OH-].[Na+]. The catalyst is CO.O. The product is [F:1][C:2]1[C:3]([O:18][CH2:19][C:20]2[CH:25]=[CH:24][CH:23]=[CH:22][CH:21]=2)=[C:4]([CH:15]=[CH:16][CH:17]=1)[C:5]([OH:7])=[O:6]. The yield is 0.959.